This data is from Catalyst prediction with 721,799 reactions and 888 catalyst types from USPTO. The task is: Predict which catalyst facilitates the given reaction. Reactant: [C:1]1([C:11]2[CH2:16][CH2:15][C:14]([C:19]3[CH:20]=[C:21]([CH3:25])[CH:22]=[CH:23][CH:24]=3)([C:17]#[N:18])[CH2:13][CH:12]=2)[C:10]2[C:5](=[CH:6][CH:7]=[CH:8][CH:9]=2)[CH:4]=[CH:3][CH:2]=1.[H-].[Al+3].[Li+].[H-].[H-].[H-].C(C(C(C([O-])=O)O)O)([O-])=O.[Na+].[K+]. Product: [C:1]1([C:11]2[CH2:16][CH2:15][C:14]([CH2:17][NH2:18])([C:19]3[CH:20]=[C:21]([CH3:25])[CH:22]=[CH:23][CH:24]=3)[CH2:13][CH:12]=2)[C:10]2[C:5](=[CH:6][CH:7]=[CH:8][CH:9]=2)[CH:4]=[CH:3][CH:2]=1. The catalyst class is: 27.